Dataset: Reaction yield outcomes from USPTO patents with 853,638 reactions. Task: Predict the reaction yield, written as a fraction of the theoretical maximum amount of product (1.0 means a 100% yield; for example, 0.34 means a 34% yield). (1) The reactants are C[O:2][C:3]1[CH:8]=[CH:7][N:6]=[C:5]([NH:9][C:10]2[CH:15]=[CH:14][CH:13]=[CH:12][CH:11]=2)[N:4]=1.Br.[OH-].[Na+]. The catalyst is C(O)(=O)C.O. The product is [C:10]1([NH:9][C:5]2[NH:4][C:3](=[O:2])[CH:8]=[CH:7][N:6]=2)[CH:11]=[CH:12][CH:13]=[CH:14][CH:15]=1. The yield is 0.940. (2) The reactants are [OH:1][CH2:2][C:3]1[CH:8]=[CH:7][CH:6]=[CH:5][C:4]=1[CH2:9][C:10]#[N:11].N1C=CC=CC=1.[C:18](Cl)(=[O:21])[O:19][CH3:20]. The catalyst is ClCCl. The product is [C:18](=[O:21])([O:19][CH3:20])[O:1][CH2:2][C:3]1[CH:8]=[CH:7][CH:6]=[CH:5][C:4]=1[CH2:9][C:10]#[N:11]. The yield is 0.310. (3) The reactants are [CH:1](=[C:8]1/[N:9]=[C:10]([C:14]2[CH:19]=[C:18]([F:20])[CH:17]=[CH:16][C:15]=2[F:21])[NH:11][C:12]/1=[O:13])/[C:2]1[CH:7]=[CH:6][CH:5]=[CH:4][CH:3]=1.[CH:22]1[C:31]2[C:26](=[CH:27][CH:28]=[CH:29][CH:30]=2)[CH:25]=[CH:24][C:23]=1/[CH:32]=[CH:33]/[CH:34]=[O:35]. No catalyst specified. The product is [F:21][C:15]1[CH:16]=[CH:17][C:18]([F:20])=[CH:19][C:14]=1[C:10]1[NH:11][C:12]2[O:13][C:34](=[O:35])[CH:33]([CH2:32][C:23]3[CH:24]=[CH:25][C:26]4[C:31](=[CH:30][CH:29]=[CH:28][CH:27]=4)[CH:22]=3)[CH:1]([C:2]3[CH:3]=[CH:4][CH:5]=[CH:6][CH:7]=3)[C:8]=2[N:9]=1. The yield is 0.710. (4) The reactants are [CH:1]1[C:13]2[CH:12]([CH2:14][O:15][C:16]([NH:18][C@@H:19]([C:29]([OH:31])=[O:30])[CH2:20][O:21][CH2:22][C:23]3[CH:28]=[CH:27][CH:26]=[CH:25][CH:24]=3)=[O:17])[C:11]3[C:6](=[CH:7][CH:8]=[CH:9][CH:10]=3)[C:5]=2[CH:4]=[CH:3][CH:2]=1.C(O[C:36]([CH3:39])([CH3:38])[CH3:37])(=O)C.S(=O)(=O)(O)O. The catalyst is ClCCl. The product is [C:36]([O:30][C:29](=[O:31])[C@@H:19]([CH2:20][O:21][CH2:22][C:23]1[CH:24]=[CH:25][CH:26]=[CH:27][CH:28]=1)[NH:18][C:16]([O:15][CH2:14][CH:12]1[C:13]2[CH:1]=[CH:2][CH:3]=[CH:4][C:5]=2[C:6]2[C:11]1=[CH:10][CH:9]=[CH:8][CH:7]=2)=[O:17])([CH3:39])([CH3:38])[CH3:37]. The yield is 0.770. (5) The reactants are Br[C:2]1[CH:9]=[N:8][CH:7]=[C:6]([N:10]2[CH2:22][CH2:21][N:13]3[C:14]4[CH2:15][CH2:16][CH2:17][CH2:18][C:19]=4[CH:20]=[C:12]3[C:11]2=[O:23])[C:3]=1[CH:4]=[O:5].[CH3:24][C@H:25]1[CH2:30][N:29]([CH:31]2[CH2:34][O:33][CH2:32]2)[C@H:28]([CH3:35])[CH2:27][N:26]1[C:36]1[CH:37]=[CH:38][C:39]([NH:42][C:43]2[C:44](=[O:59])[N:45]([CH3:58])[CH:46]=[C:47](B3OC(C)(C)C(C)(C)O3)[CH:48]=2)=[N:40][CH:41]=1.[O-]P([O-])([O-])=O.[K+].[K+].[K+].C([O-])(=O)C.[Na+]. The catalyst is C1C=CC(P(C2C=CC=CC=2)[C-]2C=CC=C2)=CC=1.C1C=CC(P(C2C=CC=CC=2)[C-]2C=CC=C2)=CC=1.Cl[Pd]Cl.[Fe+2].C(#N)C.O. The product is [CH3:24][C@H:25]1[CH2:30][N:29]([CH:31]2[CH2:34][O:33][CH2:32]2)[C@H:28]([CH3:35])[CH2:27][N:26]1[C:36]1[CH:37]=[CH:38][C:39]([NH:42][C:43]2[C:44](=[O:59])[N:45]([CH3:58])[CH:46]=[C:47]([C:2]3[CH:9]=[N:8][CH:7]=[C:6]([N:10]4[CH2:22][CH2:21][N:13]5[C:14]6[CH2:15][CH2:16][CH2:17][CH2:18][C:19]=6[CH:20]=[C:12]5[C:11]4=[O:23])[C:3]=3[CH2:4][OH:5])[CH:48]=2)=[N:40][CH:41]=1. The yield is 0.110.